The task is: Predict the reaction yield, written as a fraction of the theoretical maximum amount of product (1.0 means a 100% yield; for example, 0.34 means a 34% yield).. This data is from Reaction yield outcomes from USPTO patents with 853,638 reactions. (1) The reactants are [CH2:1]([C:5]1[N:10]2[N:11]=[CH:12][N:13]=[C:9]2[N:8]([CH:14]2[CH2:25][CH2:24][C:17]3([O:21][CH:20]([CH3:22])[CH:19]([CH3:23])[O:18]3)[CH2:16][CH2:15]2)[C:7](=[O:26])[C:6]=1[CH2:27][C:28]1[CH:33]=[CH:32][C:31]([C:34]2[C:35]([C:40]#[N:41])=[CH:36][CH:37]=[CH:38][CH:39]=2)=[CH:30][CH:29]=1)[CH2:2][CH2:3][CH3:4].C([BH3-])#N.[Na+].O1CCCC1. The catalyst is C(OCC)(=O)C. The product is [CH2:1]([C:5]1[N:10]2[N:11]=[CH:12][N:13]=[C:9]2[N:8]([C@H:14]2[CH2:25][CH2:24][C@H:17]([O:18][CH:19]([CH3:23])[CH:20]([OH:21])[CH3:22])[CH2:16][CH2:15]2)[C:7](=[O:26])[C:6]=1[CH2:27][C:28]1[CH:33]=[CH:32][C:31]([C:34]2[C:35]([C:40]#[N:41])=[CH:36][CH:37]=[CH:38][CH:39]=2)=[CH:30][CH:29]=1)[CH2:2][CH2:3][CH3:4]. The yield is 0.530. (2) The reactants are [C:1]([C:4]1[CH:9]=[CH:8][CH:7]=[CH:6][C:5]=1B(O)O)(=[O:3])[NH2:2].Cl[C:14]1[CH:23]=[CH:22][C:21]([C:24]2[CH:25]=[CH:26][C:27]3[O:31][C:30]([C:32]4[CH:37]=[CH:36][C:35]([F:38])=[CH:34][CH:33]=4)=[C:29]([C:39](=[O:42])[NH:40][CH3:41])[C:28]=3[CH:43]=2)=[CH:20][C:15]=1[C:16]([O:18][CH3:19])=[O:17].P([O-])([O-])([O-])=O.[K+].[K+].[K+].C1(P(C2CCCCC2)C2C=CC=CC=2C2C(OC)=CC=CC=2OC)CCCCC1. The catalyst is C([O-])(=O)C.[Pd+2].C([O-])(=O)C.O.O1CCOCC1. The product is [C:1]([C:4]1[CH:9]=[CH:8][CH:7]=[CH:6][C:5]=1[C:14]1[C:15]([C:16]([O:18][CH3:19])=[O:17])=[CH:20][C:21]([C:24]2[CH:25]=[CH:26][C:27]3[O:31][C:30]([C:32]4[CH:33]=[CH:34][C:35]([F:38])=[CH:36][CH:37]=4)=[C:29]([C:39](=[O:42])[NH:40][CH3:41])[C:28]=3[CH:43]=2)=[CH:22][CH:23]=1)(=[O:3])[NH2:2]. The yield is 0.360. (3) The reactants are [N+:1]([CH2:4][CH2:5][C:6]1[CH:18]=[CH:17][C:9]([O:10][C:11]2[CH:12]=[N:13][CH:14]=[CH:15][CH:16]=2)=[CH:8][CH:7]=1)([O-:3])=O.C[O-].[Li+].C(=O)(O)[O-].[Na+].[C:27]([C:29]1[C:30]([NH2:36])=[N:31][C:32]([NH2:35])=[CH:33][CH:34]=1)#[CH:28].C(N(CC)CC)C. The catalyst is [Ti](Cl)(Cl)(Cl)Cl.O.O1CCCC1.C(OCC)(=O)C.CO. The product is [N:13]1[CH:14]=[CH:15][CH:16]=[C:11]([O:10][C:9]2[CH:17]=[CH:18][C:6]([CH2:5][C:4]3[CH:28]=[C:27]([C:29]4[C:30]([NH2:36])=[N:31][C:32]([NH2:35])=[CH:33][CH:34]=4)[O:3][N:1]=3)=[CH:7][CH:8]=2)[CH:12]=1. The yield is 0.158. (4) The reactants are [Cl:1][C:2]1[CH:10]=[CH:9][CH:8]=[C:7]2[C:3]=1[C:4]([C:11](=[O:16])[C:12]([F:15])([F:14])[F:13])=[CH:5][NH:6]2.CC1C=CC(S(O[CH2:28][CH:29]2[CH2:33][CH2:32][O:31][CH2:30]2)(=O)=O)=CC=1.C([O-])([O-])=O.[K+].[K+]. The catalyst is CN(C=O)C.CCOC(C)=O. The product is [Cl:1][C:2]1[CH:10]=[CH:9][CH:8]=[C:7]2[C:3]=1[C:4]([C:11](=[O:16])[C:12]([F:14])([F:15])[F:13])=[CH:5][N:6]2[CH2:28][CH:29]1[CH2:33][CH2:32][O:31][CH2:30]1. The yield is 1.00. (5) The reactants are C([N:8]1[CH2:13][CH2:12][C:11](=[O:14])[C:10]([CH3:16])([CH3:15])[CH2:9]1)C1C=CC=CC=1.[C:17](=[O:28])([O:23][C:24]([CH3:27])([CH3:26])[CH3:25])OC(C)(C)C.C(=O)([O-])[O-].[Na+].[Na+]. The catalyst is C(OCC)(=O)C.C(O)C.[Pd]. The product is [C:17]([N:8]1[CH2:13][CH2:12][C:11](=[O:14])[C:10]([CH3:16])([CH3:15])[CH2:9]1)([O:23][C:24]([CH3:25])([CH3:26])[CH3:27])=[O:28]. The yield is 0.910.